From a dataset of Forward reaction prediction with 1.9M reactions from USPTO patents (1976-2016). Predict the product of the given reaction. Given the reactants [CH3:1][C:2](N=N[C:8]([C:11]#N)([CH3:10])[CH3:9])([C:4]#[N:5])[CH3:3].[C:13]([OH:16])(=[O:15])[CH3:14].[CH3:17][CH2:18][CH2:19][CH2:20][CH2:21][CH3:22].[CH2:23]1[CH2:27][O:26][CH2:25][CH2:24]1, predict the reaction product. The product is: [C:4]([C:2](=[CH2:3])[C:1]([O:15][CH3:13])=[O:26])#[N:5].[C:14]12([C:13]([O:16][C:8]([CH3:9])([CH3:10])[CH3:11])=[O:15])[CH2:23][CH:20]([CH2:19][CH2:18]1)[CH:21]=[CH:22]2.[C:19]12([C:13]([O:16][CH2:24][CH2:25][OH:26])=[O:15])[CH2:1][CH:22]([CH2:17][CH2:18]1)[CH:21]=[CH:20]2.[C:14]12([C:13]([OH:16])=[O:15])[CH2:27][CH:23]([CH2:1][CH2:2]1)[CH:24]=[CH:25]2.